From a dataset of Full USPTO retrosynthesis dataset with 1.9M reactions from patents (1976-2016). Predict the reactants needed to synthesize the given product. (1) Given the product [OH:15][C:14]([CH3:16])([CH2:3][CH2:4][CH2:5][C:6]1[CH:11]=[CH:10][CH:9]=[CH:8][CH:7]=1)[CH3:13], predict the reactants needed to synthesize it. The reactants are: [Mg].Br[CH2:3][CH2:4][CH2:5][C:6]1[CH:11]=[CH:10][CH:9]=[CH:8][CH:7]=1.[Br-].[CH3:13][C:14]([CH3:16])=[O:15].Cl. (2) Given the product [Br:1][C:2]1[N:6]2[CH2:7][CH2:8][NH:9][C:10](=[O:11])[C:5]2=[N:4][N:3]=1, predict the reactants needed to synthesize it. The reactants are: [Br:1][C:2]1[N:6]2[CH2:7][CH2:8][N:9](C(OC(C)(C)C)=O)[C:10](=[O:11])[C:5]2=[N:4][N:3]=1.C(O)(C(F)(F)F)=O.